This data is from Full USPTO retrosynthesis dataset with 1.9M reactions from patents (1976-2016). The task is: Predict the reactants needed to synthesize the given product. (1) Given the product [NH:1]1[CH:5]=[CH:4][N:3]=[C:2]1[CH2:6][N:7]([CH2:14][C:15]1[CH:28]=[CH:27][C:18]([C:19]([NH:21][CH2:22][CH2:23][CH2:24][CH2:25][NH:26][CH2:37][C:36]2[CH:39]=[CH:40][C:33]([C:29]([CH3:32])([CH3:31])[CH3:30])=[CH:34][CH:35]=2)=[O:20])=[CH:17][CH:16]=1)[CH2:8][C:9]1[NH:13][CH:12]=[CH:11][N:10]=1, predict the reactants needed to synthesize it. The reactants are: [NH:1]1[CH:5]=[CH:4][N:3]=[C:2]1[CH2:6][N:7]([CH2:14][C:15]1[CH:28]=[CH:27][C:18]([C:19]([NH:21][CH2:22][CH2:23][CH2:24][CH2:25][NH2:26])=[O:20])=[CH:17][CH:16]=1)[CH2:8][C:9]1[NH:10][CH:11]=[CH:12][N:13]=1.[C:29]([C:33]1[CH:40]=[CH:39][C:36]([CH:37]=O)=[CH:35][CH:34]=1)([CH3:32])([CH3:31])[CH3:30].C(OC)(OC)OC.[BH4-].[Na+]. (2) Given the product [F:1][C:2]1[CH:7]=[CH:6][CH:5]=[C:4]([I:8])[C:3]=1[OH:9], predict the reactants needed to synthesize it. The reactants are: [F:1][C:2]1[CH:7]=[CH:6][CH:5]=[C:4]([I:8])[C:3]=1[O:9]C.B(Br)(Br)Br.C(=O)(O)[O-].[Na+]. (3) Given the product [CH3:2][N:3]([CH3:4])[C:28](=[O:30])[C@H:20]([CH2:21][C:22]1[CH:27]=[CH:26][CH:25]=[CH:24][CH:23]=1)[NH:19][C:12]([O:14][C:15]([CH3:18])([CH3:17])[CH3:16])=[O:13], predict the reactants needed to synthesize it. The reactants are: Cl.[CH3:2][NH:3][CH3:4].C(N(CC)CC)C.[C:12]([NH:19][C@H:20]([C:28]([OH:30])=O)[CH2:21][C:22]1[CH:27]=[CH:26][CH:25]=[CH:24][CH:23]=1)([O:14][C:15]([CH3:18])([CH3:17])[CH3:16])=[O:13].C1C=CC2N(O)N=NC=2C=1.CCN=C=NCCCN(C)C.